Dataset: Full USPTO retrosynthesis dataset with 1.9M reactions from patents (1976-2016). Task: Predict the reactants needed to synthesize the given product. (1) Given the product [N:19]([CH2:10][C:11]1[CH:16]=[C:15]([Br:17])[CH:14]=[CH:13][C:12]=1[Cl:18])=[N+:20]=[N-:21], predict the reactants needed to synthesize it. The reactants are: CS(C)=O.CS(O[CH2:10][C:11]1[CH:16]=[C:15]([Br:17])[CH:14]=[CH:13][C:12]=1[Cl:18])(=O)=O.[N-:19]=[N+:20]=[N-:21].[Na+]. (2) Given the product [C:1]([O:5][C:6](=[O:14])[NH:7][CH2:8][C:9]1[N:10]=[N:11][N:12]([CH2:17][CH3:18])[N:13]=1)([CH3:4])([CH3:2])[CH3:3], predict the reactants needed to synthesize it. The reactants are: [C:1]([O:5][C:6](=[O:14])[NH:7][CH2:8][C:9]1[N:10]=[N:11][NH:12][N:13]=1)([CH3:4])([CH3:3])[CH3:2].[H-].[Na+].[CH2:17](I)[CH3:18]. (3) Given the product [Cl:31][CH2:32][CH2:33][CH2:34][N:9]([CH2:8][CH2:7][C:3]1[CH:2]=[N:1][CH:6]=[CH:5][CH:4]=1)[CH2:10][C:11]1[CH:12]=[CH:13][N:14]=[CH:15][CH:16]=1, predict the reactants needed to synthesize it. The reactants are: [N:1]1[CH:6]=[CH:5][CH:4]=[C:3]([CH2:7][CH2:8][NH:9][CH2:10][C:11]2[CH:16]=[CH:15][N:14]=[CH:13][CH:12]=2)[CH:2]=1.C(N(C(C)C)C(C)C)C.CN(C=O)C.[Cl:31][CH2:32][CH2:33][CH2:34]I. (4) Given the product [Cl:1][C:2]1[CH:7]=[C:6]([F:8])[C:5]([S:9]([NH:12][CH2:13][C:14]2[C:15]([NH:27][CH:28]3[CH2:29][CH2:30][O:31][CH2:32][CH2:33]3)=[C:16]3[CH:24]=[N:23][N:22]([CH2:25][CH3:26])[C:17]3=[N:18][C:19]=2[CH2:20][CH3:21])(=[O:11])=[O:10])=[CH:4][C:3]=1[C:34]([NH:36][CH2:37][C:38]1[CH:43]=[C:42]([C:44]2[CH:49]=[CH:48][CH:47]=[C:46]([CH2:50][N:51]3[CH2:56][CH2:55][NH:54][C@@H:53]([CH3:64])[CH2:52]3)[CH:45]=2)[C:41]([F:65])=[CH:40][CH:39]=1)=[O:35], predict the reactants needed to synthesize it. The reactants are: [Cl:1][C:2]1[CH:7]=[C:6]([F:8])[C:5]([S:9]([NH:12][CH2:13][C:14]2[C:15]([NH:27][CH:28]3[CH2:33][CH2:32][O:31][CH2:30][CH2:29]3)=[C:16]3[CH:24]=[N:23][N:22]([CH2:25][CH3:26])[C:17]3=[N:18][C:19]=2[CH2:20][CH3:21])(=[O:11])=[O:10])=[CH:4][C:3]=1[C:34]([NH:36][CH2:37][C:38]1[CH:39]=[CH:40][C:41]([F:65])=[C:42]([C:44]2[CH:49]=[CH:48][CH:47]=[C:46]([CH2:50][N:51]3[CH2:56][CH2:55][N:54](C(OC(C)(C)C)=O)[C@@H:53]([CH3:64])[CH2:52]3)[CH:45]=2)[CH:43]=1)=[O:35]. (5) Given the product [CH3:5][O:4][S:1]([O-:6])(=[O:3])=[O:2].[NH2:8][C:9]1[N:13]2[CH2:14][CH2:15][CH2:16][N:12]2[C:11](=[O:17])[C:10]=1/[N:18]=[N:19]/[C:20]1[CH:21]=[N+:22]([CH3:5])[CH:23]=[CH:24][CH:25]=1, predict the reactants needed to synthesize it. The reactants are: [S:1]([O:6]C)([O:4][CH3:5])(=[O:3])=[O:2].[NH2:8][C:9]1[N:13]2[CH2:14][CH2:15][CH2:16][N:12]2[C:11](=[O:17])[C:10]=1/[N:18]=[N:19]/[C:20]1[CH:21]=[N:22][CH:23]=[CH:24][CH:25]=1. (6) Given the product [CH3:1][O:2][C:3]1[CH:8]=[C:7]([CH2:9][CH2:10][C:11]([O:13][CH3:14])=[O:12])[CH:6]=[C:5]([O:15][CH3:16])[N:4]=1, predict the reactants needed to synthesize it. The reactants are: [CH3:1][O:2][C:3]1[CH:8]=[C:7](/[CH:9]=[CH:10]/[C:11]([O:13][CH3:14])=[O:12])[CH:6]=[C:5]([O:15][CH3:16])[N:4]=1. (7) The reactants are: Cl.CC(NCC[C:8]1[C:12]2[CH:13]=[C:14](OC)C=[CH:16][C:11]=2[NH:10]C=1)=O.[CH:19]([OH:22])([CH3:21])[CH3:20].[OH2:23]. Given the product [CH:19]([O:22][C:16](=[O:23])[C@H:11]([C@H:12]([CH2:13][CH3:14])[CH3:8])[NH2:10])([CH3:21])[CH3:20], predict the reactants needed to synthesize it. (8) Given the product [F:14][C:15]1[CH:23]=[CH:22][C:21]2[N:20]([C:34]3[CH:35]=[N:36][CH:37]=[CH:38][CH:39]=3)[C:19]3[CH:24]=[N:25][N:26]([CH:27]4[CH2:32][CH2:31][CH2:30][CH2:29][O:28]4)[C:18]=3[C:17]=2[CH:16]=1, predict the reactants needed to synthesize it. The reactants are: C(P(C(C)(C)C)C(C)(C)C)(C)(C)C.[F:14][C:15]1[CH:23]=[CH:22][C:21]2[NH:20][C:19]3[CH:24]=[N:25][N:26]([CH:27]4[CH2:32][CH2:31][CH2:30][CH2:29][O:28]4)[C:18]=3[C:17]=2[CH:16]=1.Br[C:34]1[CH:35]=[N:36][CH:37]=[CH:38][CH:39]=1.C([O-])([O-])=O.[K+].[K+].C1OCCOCCOCCOCCOCCOC1. (9) The reactants are: [C:1]([O:5][C:6]([N:8]1[CH2:13][CH2:12][CH:11]([CH2:14][CH2:15][CH2:16][NH2:17])[CH2:10][CH2:9]1)=[O:7])([CH3:4])([CH3:3])[CH3:2].[CH:18]1([NH:21][C:22]([C:24]2[C:32]3[CH:31]=[C:30]([C:33]4[C:38]([F:39])=[CH:37][N:36]=[C:35](Cl)[N:34]=4)[S:29][C:28]=3[CH:27]=[CH:26][CH:25]=2)=[O:23])[CH2:20][CH2:19]1.C(N(C(C)C)CC)(C)C. Given the product [C:1]([O:5][C:6]([N:8]1[CH2:13][CH2:12][CH:11]([CH2:14][CH2:15][CH2:16][NH:17][C:35]2[N:34]=[C:33]([C:30]3[S:29][C:28]4[CH:27]=[CH:26][CH:25]=[C:24]([C:22](=[O:23])[NH:21][CH:18]5[CH2:19][CH2:20]5)[C:32]=4[CH:31]=3)[C:38]([F:39])=[CH:37][N:36]=2)[CH2:10][CH2:9]1)=[O:7])([CH3:4])([CH3:3])[CH3:2], predict the reactants needed to synthesize it.